This data is from HIV replication inhibition screening data with 41,000+ compounds from the AIDS Antiviral Screen. The task is: Binary Classification. Given a drug SMILES string, predict its activity (active/inactive) in a high-throughput screening assay against a specified biological target. (1) The molecule is COc1ccc(C=C(C#N)c2ccccc2)cc1OC. The result is 0 (inactive). (2) The molecule is Cc1nc2c(cc1C(=O)NN=Cc1ccc([N+](=O)[O-])cc1)c(=O)n(C)c(=O)n2C. The result is 0 (inactive). (3) The compound is O=C1N=C(NN=Cc2ccccc2)C(c2ccccc2)O1. The result is 0 (inactive). (4) The compound is CC(=O)N1C(C(=O)NN2CCOCC2)CSC1c1ccccc1. The result is 0 (inactive). (5) The drug is CC(C)(C)NC(=O)CCC1C(C(=O)NC(C)(C)C)C2(Cl)C(Cl)=C(Cl)C1(Cl)C2(Cl)Cl. The result is 0 (inactive). (6) The drug is O=C(c1ccccc1)N1CC(=NNc2ccc(Cl)cc2)c2c([nH]c3ccccc23)C1. The result is 0 (inactive). (7) The compound is O=S(=O)(O)C(=Nc1cccc(Cc2ccccc2)c1)Nc1cccc(Cc2ccccc2)c1. The result is 0 (inactive). (8) The drug is COc1ccc(C2=C(OC(=O)N(C)C)c3cccn3-c3cc(Cl)ccc3S2)cc1. The result is 0 (inactive). (9) The molecule is CC(C)CCCC(C)C1CCC2C3CC=C4CC(OC(=O)OC5CCC6(C)CC7CCC6(OO7)C5(C)C)CCC4(C)C3CCC12C. The result is 0 (inactive).